Dataset: Full USPTO retrosynthesis dataset with 1.9M reactions from patents (1976-2016). Task: Predict the reactants needed to synthesize the given product. (1) Given the product [CH3:17][S:16][C:13]1[CH:14]=[CH:15][C:10]([C:30]2[CH:31]=[CH:32][CH:33]=[CH:34][C:29]=2[N+:28]([O-:3])=[O:38])=[C:11]([NH2:18])[CH:12]=1, predict the reactants needed to synthesize it. The reactants are: CO.[O:3]1CCOCC1.I[C:10]1[CH:15]=[CH:14][C:13]([S:16][CH3:17])=[CH:12][C:11]=1[N+:18]([O-])=O.CCN(CC)CC.[NH2:28][C:29]1[CH:34]=[CH:33][CH:32]=[CH:31][C:30]=1B(O)O.[OH2:38]. (2) Given the product [C:5]([C:4]1[CH:7]=[CH:8][C:9]([CH3:10])=[C:2]([CH:3]=1)[O:1][C:16]1[C:17]([C:18]([O:20][CH2:21][CH3:22])=[O:19])=[CH:12][N:13]=[C:14]([C:23]2[CH:28]=[CH:27][CH:26]=[CH:25][CH:24]=2)[N:15]=1)#[N:6], predict the reactants needed to synthesize it. The reactants are: [OH:1][C:2]1[CH:3]=[C:4]([CH:7]=[CH:8][C:9]=1[CH3:10])[C:5]#[N:6].Cl[C:12]1[C:17]([C:18]([O:20][CH2:21][CH3:22])=[O:19])=[CH:16][N:15]=[C:14]([C:23]2[CH:28]=[CH:27][CH:26]=[CH:25][CH:24]=2)[N:13]=1.C(=O)([O-])[O-].[K+].[K+]. (3) Given the product [C:16]1([C:3]2[C:2]([C:25]3[CH:26]=[CH:27][N:22]=[CH:23][CH:24]=3)=[N:11][C:10]3[C:5](=[CH:6][CH:7]=[C:8]([C:12]([OH:14])=[O:13])[CH:9]=3)[N:4]=2)[CH:21]=[CH:20][CH:19]=[CH:18][CH:17]=1, predict the reactants needed to synthesize it. The reactants are: Br[C:2]1[C:3]([C:16]2[CH:21]=[CH:20][CH:19]=[CH:18][CH:17]=2)=[N:4][C:5]2[C:10]([N:11]=1)=[CH:9][C:8]([C:12]([O:14]C)=[O:13])=[CH:7][CH:6]=2.[N:22]1[CH:27]=[CH:26][C:25](B(O)O)=[CH:24][CH:23]=1. (4) Given the product [F:1][CH:2]([F:12])[O:3][C:4]1[CH:5]=[CH:6][C:7]([CH2:8][NH:9][S:27]([CH2:20][C:21]2[CH:26]=[CH:25][CH:24]=[CH:23][CH:22]=2)(=[O:29])=[O:28])=[CH:10][CH:11]=1, predict the reactants needed to synthesize it. The reactants are: [F:1][CH:2]([F:12])[O:3][C:4]1[CH:11]=[CH:10][C:7]([CH2:8][NH2:9])=[CH:6][CH:5]=1.C(N(CC)CC)C.[CH2:20]([S:27](Cl)(=[O:29])=[O:28])[C:21]1[CH:26]=[CH:25][CH:24]=[CH:23][CH:22]=1.